This data is from Full USPTO retrosynthesis dataset with 1.9M reactions from patents (1976-2016). The task is: Predict the reactants needed to synthesize the given product. (1) Given the product [I:1][C:2]1[CH:8]=[CH:7][C:5]([N:6]=[C:11]=[S:12])=[C:4]([CH3:9])[CH:3]=1, predict the reactants needed to synthesize it. The reactants are: [I:1][C:2]1[CH:8]=[CH:7][C:5]([NH2:6])=[C:4]([CH3:9])[CH:3]=1.O.[C:11](Cl)(Cl)=[S:12]. (2) Given the product [Br:1][C:2]1[CH:7]=[CH:6][C:5]([C:8]2[C:26](=[O:27])[N:25]([CH3:28])[C:11]3[N:12]([CH3:24])[C:13]4[C:18]([C:10]=3[CH:9]=2)=[CH:17][C:16]([C:19]2[CH:23]=[CH:22][N:21]([CH2:30][CH3:31])[N:20]=2)=[CH:15][CH:14]=4)=[CH:4][CH:3]=1, predict the reactants needed to synthesize it. The reactants are: [Br:1][C:2]1[CH:7]=[CH:6][C:5]([C:8]2[C:26](=[O:27])[N:25]([CH3:28])[C:11]3[N:12]([CH3:24])[C:13]4[C:18]([C:10]=3[CH:9]=2)=[CH:17][C:16]([C:19]2[NH:20][N:21]=[CH:22][CH:23]=2)=[CH:15][CH:14]=4)=[CH:4][CH:3]=1.I[CH2:30][CH3:31]. (3) Given the product [ClH:1].[NH2:2][C@@H:5]([CH2:12][CH2:13][CH3:14])[C@H:6]([OH:11])[C:7]([O:9][CH3:10])=[O:8], predict the reactants needed to synthesize it. The reactants are: [ClH:1].[N:2]([C@@H:5]([CH2:12][CH2:13][CH3:14])[C@H:6]([OH:11])[C:7]([O:9][CH3:10])=[O:8])=[N+]=[N-]. (4) Given the product [F:20][C:21]1([F:27])[CH2:23][CH:22]1[C:24]([NH:18][C:13]1[N:14]=[CH:15][C:16]2[C:11]([CH:12]=1)=[CH:10][CH:9]=[C:8]([C:6]1[CH:7]=[C:2]([F:1])[CH:3]=[CH:4][C:5]=1[CH3:19])[CH:17]=2)=[O:25], predict the reactants needed to synthesize it. The reactants are: [F:1][C:2]1[CH:3]=[CH:4][C:5]([CH3:19])=[C:6]([C:8]2[CH:17]=[C:16]3[C:11]([CH:12]=[C:13]([NH2:18])[N:14]=[CH:15]3)=[CH:10][CH:9]=2)[CH:7]=1.[F:20][C:21]1([F:27])[CH2:23][CH:22]1[C:24](O)=[O:25].F[P-](F)(F)(F)(F)F.N1(O[P+](N2CCCC2)(N2CCCC2)N2CCCC2)C2N=CC=CC=2N=N1.CN(C)C=O.C(N(CC)C(C)C)(C)C. (5) Given the product [F:1][C:2]1[C:3]2[N:4]([CH:8]=[C:9]([CH2:11][C@@H:12]3[CH2:17][CH2:16][CH2:15][CH2:14][NH:13]3)[N:10]=2)[CH:5]=[CH:6][CH:7]=1, predict the reactants needed to synthesize it. The reactants are: [F:1][C:2]1[C:3]2[N:4]([CH:8]=[C:9]([CH2:11][C@@H:12]3[CH2:17][CH2:16][CH2:15][CH2:14][N:13]3C(OC(C)(C)C)=O)[N:10]=2)[CH:5]=[CH:6][CH:7]=1.Cl.O1CCOCC1. (6) Given the product [C:16]([O:15][C:13]([N:6]1[CH2:7][CH2:8][C@@H:9]([N:10]=[N+:11]=[N-:12])[C@H:5]1[C:3]([OH:4])=[O:2])=[O:14])([CH3:19])([CH3:17])[CH3:18], predict the reactants needed to synthesize it. The reactants are: C[O:2][C:3]([C@@H:5]1[C@H:9]([N:10]=[N+:11]=[N-:12])[CH2:8][CH2:7][N:6]1[C:13]([O:15][C:16]([CH3:19])([CH3:18])[CH3:17])=[O:14])=[O:4].[Li+].[OH-]. (7) Given the product [C:25]([O:24][C:22](=[O:23])[NH:11][C:12]1[CH:19]=[C:16]([C:17]#[N:18])[C:15]([Br:20])=[CH:14][C:13]=1[Cl:21])([CH3:28])([CH3:27])[CH3:26], predict the reactants needed to synthesize it. The reactants are: C[Si]([N-][Si](C)(C)C)(C)C.[Na+].[NH2:11][C:12]1[C:13]([Cl:21])=[CH:14][C:15]([Br:20])=[C:16]([CH:19]=1)[C:17]#[N:18].[C:22](O[C:22]([O:24][C:25]([CH3:28])([CH3:27])[CH3:26])=[O:23])([O:24][C:25]([CH3:28])([CH3:27])[CH3:26])=[O:23].Cl.